The task is: Predict the reactants needed to synthesize the given product.. This data is from Full USPTO retrosynthesis dataset with 1.9M reactions from patents (1976-2016). (1) Given the product [CH3:5][C:4]1[N:1]=[C:2]2[S:6][C:5]3[CH2:7][CH2:8][CH2:9][C:4]=3[C:3]2=[C:10]([C:12]2[O:13][CH:14]=[CH:15][CH:16]=2)[C:3]=1[CH2:10][C:12]([O:26][CH3:25])=[O:13], predict the reactants needed to synthesize it. The reactants are: [NH2:1][C:2]1[S:6][C:5]2[CH2:7][CH2:8][CH2:9][C:4]=2[C:3]=1[C:10]([C:12]1[O:13][CH:14]=[CH:15][CH:16]=1)=O.Cl[Si](C)(C)C.CN([CH:25]=[O:26])C. (2) Given the product [CH:12]1[C:13]2[C:18](=[CH:17][CH:16]=[CH:15][CH:14]=2)[CH:19]=[CH:20][C:11]=1[O:10][C:2]1[CH:3]=[C:4]([CH:7]=[CH:8][CH:9]=1)[C:5]#[N:6], predict the reactants needed to synthesize it. The reactants are: F[C:2]1[CH:3]=[C:4]([CH:7]=[CH:8][CH:9]=1)[C:5]#[N:6].[OH:10][C:11]1[CH:20]=[CH:19][C:18]2[C:13](=[CH:14][CH:15]=[CH:16][CH:17]=2)[CH:12]=1.C(=O)([O-])[O-].[Cs+].[Cs+].Cl. (3) Given the product [NH2:8][CH2:7][C:6]1[C:9]([CH3:11])=[CH:10][C:3]([CH2:2][OH:1])=[N:4][C:5]=1[O:12][CH3:13], predict the reactants needed to synthesize it. The reactants are: [OH:1][CH2:2][C:3]1[CH:10]=[C:9]([CH3:11])[C:6]([C:7]#[N:8])=[C:5]([O:12][CH3:13])[N:4]=1.